From a dataset of Reaction yield outcomes from USPTO patents with 853,638 reactions. Predict the reaction yield, written as a fraction of the theoretical maximum amount of product (1.0 means a 100% yield; for example, 0.34 means a 34% yield). (1) The product is [CH2:19]([N:7]1[CH2:8][CH2:9][C@@H:4]([CH:1]2[CH2:2][CH2:3]2)[C@H:5]([NH:10][P:11](=[O:18])([O:12][CH2:13][CH3:14])[O:15][CH2:16][CH3:17])[CH2:6]1)[C:20]1[CH:25]=[CH:24][CH:23]=[CH:22][CH:21]=1. The yield is 1.00. The catalyst is CO. The reactants are [CH:1]1([C@@H:4]2[CH2:9][CH2:8][NH:7][CH2:6][C@H:5]2[NH:10][P:11](=[O:18])([O:15][CH2:16][CH3:17])[O:12][CH2:13][CH3:14])[CH2:3][CH2:2]1.[CH:19](=O)[C:20]1[CH:25]=[CH:24][CH:23]=[CH:22][CH:21]=1.C(O)(=O)C.[BH3-]C#N.[Na+]. (2) The reactants are [N+:1]([O-:4])([O-])=[O:2].[K+].[C:6]([NH:9][C:10]1[CH:20]=[CH:19][C:18]([Cl:21])=[CH:17][C:11]=1[CH2:12][O:13][C:14](=[O:16])[CH3:15])(=[O:8])[CH3:7]. The catalyst is OS(O)(=O)=O. The product is [C:6]([NH:9][C:10]1[C:20]([N+:1]([O-:4])=[O:2])=[CH:19][C:18]([Cl:21])=[CH:17][C:11]=1[CH2:12][O:13][C:14](=[O:16])[CH3:15])(=[O:8])[CH3:7]. The yield is 0.200. (3) The reactants are [F:1][C:2]1[CH:3]=[C:4]2[C:8](=[CH:9][CH:10]=1)[NH:7][C:6](=[O:11])[CH2:5]2.[Li+].C[Si]([N-][Si](C)(C)C)(C)C.C1COCC1.[CH3:27][C:28]1([CH3:43])[C:36]2[C:31](=[CH:32][CH:33]=[C:34]([C:37]3[CH:41]=[CH:40][S:39][CH:38]=3)[CH:35]=2)[C:30](=O)[O:29]1.O. The catalyst is C1COCC1. The product is [CH3:27][C:28]1([CH3:43])[C:36]2[C:31](=[CH:32][CH:33]=[C:34]([C:37]3[CH:41]=[CH:40][S:39][CH:38]=3)[CH:35]=2)[C:30](=[C:5]2[C:4]3[C:8](=[CH:9][CH:10]=[C:2]([F:1])[CH:3]=3)[NH:7][C:6]2=[O:11])[O:29]1. The yield is 0.590.